Dataset: Reaction yield outcomes from USPTO patents with 853,638 reactions. Task: Predict the reaction yield, written as a fraction of the theoretical maximum amount of product (1.0 means a 100% yield; for example, 0.34 means a 34% yield). The reactants are I[C:2]1[CH:3]=[C:4]([O:8][CH3:9])[CH:5]=[CH:6][CH:7]=1.[Cl:10][C:11]1[CH:16]=[CH:15][C:14]([SH:17])=[CH:13][CH:12]=1.C([O-])([O-])=O.[K+].[K+].C(O)CO. The catalyst is [Cu]I.CC(O)C. The product is [Cl:10][C:11]1[CH:16]=[CH:15][C:14]([S:17][C:2]2[CH:7]=[CH:6][CH:5]=[C:4]([O:8][CH3:9])[CH:3]=2)=[CH:13][CH:12]=1. The yield is 0.810.